Dataset: Experimentally validated miRNA-target interactions with 360,000+ pairs, plus equal number of negative samples. Task: Binary Classification. Given a miRNA mature sequence and a target amino acid sequence, predict their likelihood of interaction. The miRNA is mmu-miR-465c-3p with sequence GAUCAGGGCCUUUCUAAGUAGA. The protein sequence of the target gene is MSNNSNKRAPTTATQRLKQDYLRIKKDPVPYICAEPLPSNILEWHYVVRGPEMTPYEGGYYHGKLIFPREFPFKPPSIYMITPNGRFKCNTRLCLSITDFHPDTWNPAWSVSTILTGLLSFMVEKGPTLGSIETSDFTKKQLAAQSLVFNLKDKVFCELFPEVVEEIKQKQKAQDELSNRPQNLPLPDVVPDGELHRGQHGIQLLNGHAPAAGPNLAGLPQANRHHGLLGGALANLFVIVGFAAFAYTVKYVLRSIAQE. Result: 0 (no interaction).